This data is from Reaction yield outcomes from USPTO patents with 853,638 reactions. The task is: Predict the reaction yield, written as a fraction of the theoretical maximum amount of product (1.0 means a 100% yield; for example, 0.34 means a 34% yield). (1) The reactants are C[O:2][C:3]([C:5]1[C:6]([C:24]2[CH:29]=[CH:28][C:27]([C:30](O)=[O:31])=[CH:26][CH:25]=2)=[CH:7][CH:8]=[C:9]([C:11]2[S:12][CH:13]=[C:14]([C:16]3[CH:21]=[CH:20][C:19]([Cl:22])=[C:18]([Cl:23])[CH:17]=3)[N:15]=2)[CH:10]=1)=[O:4].[F:33][C:34]1[CH:41]=[CH:40][C:37]([CH2:38][NH2:39])=[CH:36][CH:35]=1. No catalyst specified. The product is [Cl:23][C:18]1[CH:17]=[C:16]([C:14]2[N:15]=[C:11]([C:9]3[CH:10]=[C:5]([C:3]([OH:2])=[O:4])[C:6]([C:24]4[CH:25]=[CH:26][C:27]([C:30](=[O:31])[NH:39][CH2:38][C:37]5[CH:40]=[CH:41][C:34]([F:33])=[CH:35][CH:36]=5)=[CH:28][CH:29]=4)=[CH:7][CH:8]=3)[S:12][CH:13]=2)[CH:21]=[CH:20][C:19]=1[Cl:22]. The yield is 0.840. (2) The reactants are Br[C:2]1[CH:7]=[CH:6][C:5]([C:8]([N:10]2[CH2:15][CH2:14][N:13]([CH3:16])[CH2:12][CH2:11]2)=[O:9])=[CH:4][C:3]=1[O:17][CH3:18].C[C:20]1([CH3:36])C(C)(C)OB(B2OC(C)(C)C(C)(C)O2)O1.CC([O-])=O.[K+].ClC1N=[CH:45][C:46]2[N:47]([C:49]([C:52]3[CH:59]=[CH:58][C:55]([C:56]#[N:57])=[CH:54][CH:53]=3)=[CH:50][N:51]=2)C=1.C([O-])([O-])=O.[K+].[K+].C[N:67](C=O)C. The catalyst is O. The product is [CH3:18][O:17][C:3]1[CH:4]=[C:5]([C:8]([N:10]2[CH2:15][CH2:14][N:13]([CH3:16])[CH2:12][CH2:11]2)=[O:9])[CH:6]=[CH:7][C:2]=1[C:20]1[CH:36]=[CH:45][C:46]2[N:47]([C:49]([C:52]3[CH:53]=[CH:54][C:55]([C:56]#[N:57])=[CH:58][CH:59]=3)=[CH:50][N:51]=2)[N:67]=1. The yield is 0.970.